This data is from Peptide-MHC class I binding affinity with 185,985 pairs from IEDB/IMGT. The task is: Regression. Given a peptide amino acid sequence and an MHC pseudo amino acid sequence, predict their binding affinity value. This is MHC class I binding data. The peptide sequence is YAVLSEYET. The MHC is HLA-A02:01 with pseudo-sequence HLA-A02:01. The binding affinity (normalized) is 0.0273.